This data is from Forward reaction prediction with 1.9M reactions from USPTO patents (1976-2016). The task is: Predict the product of the given reaction. Given the reactants [F:1][C:2]1[CH:3]=[C:4]([C@H:8]([O:22][CH2:23][CH2:24]OS(C)(=O)=O)[C@@H:9]2[CH2:14][CH2:13][CH2:12][N:11]([C:15]([O:17][C:18]([CH3:21])([CH3:20])[CH3:19])=[O:16])[CH2:10]2)[CH:5]=[CH:6][CH:7]=1.CN(C=O)C.[N-:35]=[N+:36]=[N-:37].[Na+], predict the reaction product. The product is: [N:35]([CH2:24][CH2:23][O:22][C@@H:8]([C:4]1[CH:5]=[CH:6][CH:7]=[C:2]([F:1])[CH:3]=1)[C@@H:9]1[CH2:14][CH2:13][CH2:12][N:11]([C:15]([O:17][C:18]([CH3:21])([CH3:20])[CH3:19])=[O:16])[CH2:10]1)=[N+:36]=[N-:37].